This data is from Reaction yield outcomes from USPTO patents with 853,638 reactions. The task is: Predict the reaction yield, written as a fraction of the theoretical maximum amount of product (1.0 means a 100% yield; for example, 0.34 means a 34% yield). (1) The reactants are [Br:1][C:2]1[CH:7]=[CH:6][C:5]([NH2:8])=[C:4]([NH2:9])[CH:3]=1.S(=O)(O)[O-].[Na+].[N:15]1[CH:20]=[CH:19][CH:18]=[CH:17][C:16]=1[CH:21]=O. The catalyst is O.C(O)C. The product is [Br:1][C:2]1[CH:7]=[CH:6][C:5]2[NH:8][C:21]([C:16]3[CH:17]=[CH:18][CH:19]=[CH:20][N:15]=3)=[N:9][C:4]=2[CH:3]=1. The yield is 0.400. (2) The reactants are Br[C:2]1[N:3]([CH2:9][O:10][CH2:11][CH2:12][Si:13]([CH3:16])([CH3:15])[CH3:14])[CH:4]=[C:5]([C:7]#[N:8])[N:6]=1.C([Mg]Cl)(C)C.C([C:24]([O:26][CH2:27][CH3:28])=[O:25])#N. The catalyst is O1CCCC1. The product is [CH2:27]([O:26][C:24]([C:2]1[N:3]([CH2:9][O:10][CH2:11][CH2:12][Si:13]([CH3:16])([CH3:15])[CH3:14])[CH:4]=[C:5]([C:7]#[N:8])[N:6]=1)=[O:25])[CH3:28]. The yield is 0.740. (3) The reactants are [F:1][C:2]1[CH:7]=[C:6](I)[CH:5]=[CH:4][C:3]=1[N:9]1[CH:14]=[C:13]([O:15][CH3:16])[C:12](=[O:17])[C:11]([C:18]2[N:22]([C:23]3[CH:28]=[CH:27][CH:26]=[CH:25][CH:24]=3)[N:21]=[CH:20][CH:19]=2)=[N:10]1.[NH:29]1[CH2:33][CH:32]=[CH:31][CH2:30]1.CC1(C)C2C(=C(P(C3C=CC=CC=3)C3C=CC=CC=3)C=CC=2)OC2C(P(C3C=CC=CC=3)C3C=CC=CC=3)=CC=CC1=2.O(C(C)(C)C)[Na]. The catalyst is O1CCOCC1.C1C=CC(/C=C/C(/C=C/C2C=CC=CC=2)=O)=CC=1.C1C=CC(/C=C/C(/C=C/C2C=CC=CC=2)=O)=CC=1.C1C=CC(/C=C/C(/C=C/C2C=CC=CC=2)=O)=CC=1.[Pd].[Pd].O. The product is [N:29]1([C:6]2[CH:5]=[CH:4][C:3]([N:9]3[CH:14]=[C:13]([O:15][CH3:16])[C:12](=[O:17])[C:11]([C:18]4[N:22]([C:23]5[CH:28]=[CH:27][CH:26]=[CH:25][CH:24]=5)[N:21]=[CH:20][CH:19]=4)=[N:10]3)=[C:2]([F:1])[CH:7]=2)[CH2:33][CH:32]=[CH:31][CH2:30]1. The yield is 0.510. (4) The reactants are [C:1]([O:6][CH2:7][C@@H:8]1[C@@H:12]([O:13][Si](C(C)(C)C)(C)C)[C@@H:11]([O:21][Si](C(C)(C)C)(C)C)[C@H:10]([N:29]2[CH:34]=[CH:33][CH:32]=[N:31][C:30]2=[O:35])[O:9]1)(=[O:5])[CH2:2][CH2:3][CH3:4].[F-].C([N+](CCCC)(CCCC)CCCC)CCC. The catalyst is C1COCC1. The product is [C:1]([O:6][CH2:7][C@@H:8]1[C@@H:12]([OH:13])[C@@H:11]([OH:21])[C@H:10]([N:29]2[CH:34]=[CH:33][CH:32]=[N:31][C:30]2=[O:35])[O:9]1)(=[O:5])[CH2:2][CH2:3][CH3:4]. The yield is 0.670. (5) The reactants are O=O.[N:3]#N.BrC1[C:7]2[C:12]([C:13]([CH:20]=[O:21])=[C:14]3C=1[CH:18]=[CH:17][CH:16]=[CH:15]3)=C[CH:10]=[CH:9][CH:8]=2.[C:22](P)([CH3:25])([CH3:24])[CH3:23]. The catalyst is CN(C)C(=O)C.[C-]#N.[C-]#N.[Zn+2].C1C=CC(/C=C/C(/C=C/C2C=CC=CC=2)=O)=CC=1.C1C=CC(/C=C/C(/C=C/C2C=CC=CC=2)=O)=CC=1.C1C=CC(/C=C/C(/C=C/C2C=CC=CC=2)=O)=CC=1.[Pd].[Pd].[Zn]. The product is [C:23]([C:22]1[C:25]2[C:12]([C:13]([CH:20]=[O:21])=[C:14]3[C:24]=1[CH:18]=[CH:17][CH:16]=[CH:15]3)=[CH:7][CH:8]=[CH:9][CH:10]=2)#[N:3]. The yield is 0.890. (6) The reactants are [N:1]1[CH:6]=[CH:5][CH:4]=[C:3]([CH2:7][NH:8][C:9]([C:11]2[N:20]3[C:14]([CH2:15][N:16]([C:25]([C:27]4[CH:36]=[CH:35][C:30]([C:31]([O:33]C)=[O:32])=[CH:29][CH:28]=4)=[O:26])[C:17]4[CH:24]=[CH:23][CH:22]=[CH:21][C:18]=4[CH2:19]3)=[CH:13][CH:12]=2)=[O:10])[CH:2]=1.[OH-].[Li+]. The catalyst is CO.O. The product is [N:1]1[CH:6]=[CH:5][CH:4]=[C:3]([CH2:7][NH:8][C:9]([C:11]2[N:20]3[C:14]([CH2:15][N:16]([C:25]([C:27]4[CH:28]=[CH:29][C:30]([C:31]([OH:33])=[O:32])=[CH:35][CH:36]=4)=[O:26])[C:17]4[CH:24]=[CH:23][CH:22]=[CH:21][C:18]=4[CH2:19]3)=[CH:13][CH:12]=2)=[O:10])[CH:2]=1. The yield is 0.890. (7) The reactants are [C:1]([OH:22])(=[O:21])[CH2:2][CH2:3][CH2:4][CH2:5][CH2:6][CH2:7][CH2:8][CH2:9][CH2:10][CH2:11][CH2:12][CH2:13][CH2:14][CH2:15][CH2:16][CH2:17][C:18]([OH:20])=[O:19].[C:23](OC(O[C:23]([CH3:26])([CH3:25])[CH3:24])N(C)C)([CH3:26])([CH3:25])[CH3:24].CC(C)=O.C(Cl)Cl. The catalyst is C1(C)C=CC=CC=1. The product is [C:23]([O:19][C:18](=[O:20])[CH2:17][CH2:16][CH2:15][CH2:14][CH2:13][CH2:12][CH2:11][CH2:10][CH2:9][CH2:8][CH2:7][CH2:6][CH2:5][CH2:4][CH2:3][CH2:2][C:1]([OH:22])=[O:21])([CH3:26])([CH3:25])[CH3:24]. The yield is 0.432.